From a dataset of NCI-60 drug combinations with 297,098 pairs across 59 cell lines. Regression. Given two drug SMILES strings and cell line genomic features, predict the synergy score measuring deviation from expected non-interaction effect. (1) Drug 1: C1=C(C(=O)NC(=O)N1)N(CCCl)CCCl. Drug 2: CCC1(CC2CC(C3=C(CCN(C2)C1)C4=CC=CC=C4N3)(C5=C(C=C6C(=C5)C78CCN9C7C(C=CC9)(C(C(C8N6C=O)(C(=O)OC)O)OC(=O)C)CC)OC)C(=O)OC)O.OS(=O)(=O)O. Cell line: HCT116. Synergy scores: CSS=60.0, Synergy_ZIP=6.70, Synergy_Bliss=7.61, Synergy_Loewe=7.08, Synergy_HSA=7.79. (2) Drug 1: CC1=C(C=C(C=C1)NC2=NC=CC(=N2)N(C)C3=CC4=NN(C(=C4C=C3)C)C)S(=O)(=O)N.Cl. Drug 2: C1CN(P(=O)(OC1)NCCCl)CCCl. Cell line: SF-268. Synergy scores: CSS=-8.98, Synergy_ZIP=2.21, Synergy_Bliss=-4.42, Synergy_Loewe=-8.56, Synergy_HSA=-7.69. (3) Drug 1: CC1CCC2CC(C(=CC=CC=CC(CC(C(=O)C(C(C(=CC(C(=O)CC(OC(=O)C3CCCCN3C(=O)C(=O)C1(O2)O)C(C)CC4CCC(C(C4)OC)O)C)C)O)OC)C)C)C)OC. Drug 2: C1C(C(OC1N2C=NC3=C2NC=NCC3O)CO)O. Cell line: OVCAR-4. Synergy scores: CSS=11.1, Synergy_ZIP=-6.07, Synergy_Bliss=0.144, Synergy_Loewe=-16.2, Synergy_HSA=0.321. (4) Drug 1: CCC(=C(C1=CC=CC=C1)C2=CC=C(C=C2)OCCN(C)C)C3=CC=CC=C3.C(C(=O)O)C(CC(=O)O)(C(=O)O)O. Drug 2: CC1=C(C=C(C=C1)C(=O)NC2=CC(=CC(=C2)C(F)(F)F)N3C=C(N=C3)C)NC4=NC=CC(=N4)C5=CN=CC=C5. Cell line: A498. Synergy scores: CSS=1.82, Synergy_ZIP=2.32, Synergy_Bliss=4.63, Synergy_Loewe=1.25, Synergy_HSA=0.127. (5) Drug 1: CC(C)(C#N)C1=CC(=CC(=C1)CN2C=NC=N2)C(C)(C)C#N. Drug 2: CC(C)NC(=O)C1=CC=C(C=C1)CNNC.Cl. Cell line: HL-60(TB). Synergy scores: CSS=2.35, Synergy_ZIP=0.551, Synergy_Bliss=1.43, Synergy_Loewe=-0.172, Synergy_HSA=-0.961. (6) Drug 1: C1CN1C2=NC(=NC(=N2)N3CC3)N4CC4. Drug 2: CCN(CC)CCCC(C)NC1=C2C=C(C=CC2=NC3=C1C=CC(=C3)Cl)OC. Cell line: ACHN. Synergy scores: CSS=59.7, Synergy_ZIP=-4.01, Synergy_Bliss=-3.46, Synergy_Loewe=-7.14, Synergy_HSA=-1.80. (7) Drug 2: C1=NC2=C(N1)C(=S)N=CN2. Synergy scores: CSS=8.51, Synergy_ZIP=-6.69, Synergy_Bliss=-4.67, Synergy_Loewe=-6.74, Synergy_HSA=-4.74. Cell line: ACHN. Drug 1: CC(C1=C(C=CC(=C1Cl)F)Cl)OC2=C(N=CC(=C2)C3=CN(N=C3)C4CCNCC4)N. (8) Cell line: MCF7. Drug 1: CC1=C(C=C(C=C1)NC(=O)C2=CC=C(C=C2)CN3CCN(CC3)C)NC4=NC=CC(=N4)C5=CN=CC=C5. Synergy scores: CSS=-1.95, Synergy_ZIP=1.38, Synergy_Bliss=-1.38, Synergy_Loewe=-3.50, Synergy_HSA=-4.77. Drug 2: CC1=C(C=C(C=C1)C(=O)NC2=CC(=CC(=C2)C(F)(F)F)N3C=C(N=C3)C)NC4=NC=CC(=N4)C5=CN=CC=C5. (9) Drug 1: CC1=C(N=C(N=C1N)C(CC(=O)N)NCC(C(=O)N)N)C(=O)NC(C(C2=CN=CN2)OC3C(C(C(C(O3)CO)O)O)OC4C(C(C(C(O4)CO)O)OC(=O)N)O)C(=O)NC(C)C(C(C)C(=O)NC(C(C)O)C(=O)NCCC5=NC(=CS5)C6=NC(=CS6)C(=O)NCCC[S+](C)C)O. Drug 2: C(CCl)NC(=O)N(CCCl)N=O. Cell line: SF-539. Synergy scores: CSS=43.2, Synergy_ZIP=-5.43, Synergy_Bliss=-4.91, Synergy_Loewe=-2.05, Synergy_HSA=0.594.